This data is from Reaction yield outcomes from USPTO patents with 853,638 reactions. The task is: Predict the reaction yield, written as a fraction of the theoretical maximum amount of product (1.0 means a 100% yield; for example, 0.34 means a 34% yield). (1) The reactants are [CH3:1][O:2][C:3]1[CH:4]=[C:5]([C:13]2[O:14][CH:15]=[CH:16][CH:17]=2)[CH:6]=[C:7]([O:11][CH3:12])[C:8]=1[O:9][CH3:10].C([Li])CCC.CON(C)[C:26](=[O:42])[CH:27]([O:40][CH3:41])[C:28]1[CH:33]=[CH:32][C:31]([C:34]2[O:35][C:36]([CH3:39])=[N:37][N:38]=2)=[CH:30][CH:29]=1. The catalyst is C1COCC1. The product is [CH3:41][O:40][CH:27]([C:28]1[CH:29]=[CH:30][C:31]([C:34]2[O:35][C:36]([CH3:39])=[N:37][N:38]=2)=[CH:32][CH:33]=1)[C:26]([C:15]1[O:14][C:13]([C:5]2[CH:6]=[C:7]([O:11][CH3:12])[C:8]([O:9][CH3:10])=[C:3]([O:2][CH3:1])[CH:4]=2)=[CH:17][CH:16]=1)=[O:42]. The yield is 0.290. (2) The reactants are [Cl:1][C:2]1[C:3]([NH2:12])=[C:4]([NH:8][CH2:9][CH2:10][CH3:11])[N:5]=[N:6][CH:7]=1.[CH:13](OCC)(OCC)OCC. No catalyst specified. The product is [Cl:1][C:2]1[C:3]2[N:12]=[CH:13][N:8]([CH2:9][CH2:10][CH3:11])[C:4]=2[N:5]=[N:6][CH:7]=1. The yield is 0.470. (3) The reactants are Br[C:2]1[CH:7]=[C:6]([F:8])[CH:5]=[C:4]([O:9][C:10]([CH3:13])([CH3:12])[CH3:11])[CH:3]=1.C([Li])CCC.[B:19](OC(C)C)([O:24]C(C)C)[O:20]C(C)C. The catalyst is C1COCC1.C(OCC)C.Cl. The product is [C:10]([O:9][C:4]1[CH:3]=[C:2]([B:19]([OH:24])[OH:20])[CH:7]=[C:6]([F:8])[CH:5]=1)([CH3:13])([CH3:12])[CH3:11]. The yield is 0.241. (4) The reactants are [OH2:1].[OH-].[Na+].[CH3:4][N:5]([C:7]([N:9]=[C:10]([NH2:12])[NH2:11])=[NH:8])[CH3:6].Cl.C[C:15]([CH3:17])=[O:16]. No catalyst specified. The product is [CH3:4][N:5]([C:7]([NH:9][C:10]([NH2:12])=[NH:11])=[NH:8])[CH3:6].[C:15]([O-:1])(=[O:16])[CH3:17]. The yield is 0.924.